From a dataset of Forward reaction prediction with 1.9M reactions from USPTO patents (1976-2016). Predict the product of the given reaction. Given the reactants O[CH2:2][C:3]1[CH:12]=[N:11][C:10]2[N:9]3[CH2:13][CH2:14][CH2:15][C@H:8]3[C:7](=[O:16])[NH:6][C:5]=2[CH:4]=1.Cl.[F:18][C:19]1[CH:20]=[C:21]([CH:26]=[CH:27][C:28]=1[N:29]1[CH2:34][CH2:33][NH:32][CH2:31][CH2:30]1)[C:22]([NH:24][CH3:25])=[O:23].[I-].C(C[P+](C)(C)C)#N.C(N(CC)C(C)C)(C)C, predict the reaction product. The product is: [F:18][C:19]1[CH:20]=[C:21]([CH:26]=[CH:27][C:28]=1[N:29]1[CH2:30][CH2:31][N:32]([CH2:2][C:3]2[CH:12]=[N:11][C:10]3[N:9]4[CH2:13][CH2:14][CH2:15][C@H:8]4[C:7](=[O:16])[NH:6][C:5]=3[CH:4]=2)[CH2:33][CH2:34]1)[C:22]([NH:24][CH3:25])=[O:23].